From a dataset of Full USPTO retrosynthesis dataset with 1.9M reactions from patents (1976-2016). Predict the reactants needed to synthesize the given product. (1) Given the product [OH:30][NH:29][C:1]([C:3]1[CH:4]=[CH:5][C:6]2[O:10][C:9]3[CH:11]=[C:12]([S:15]([NH:18][C@@H:19]([CH:24]([CH3:25])[CH3:26])[C:20]([O:22][CH3:23])=[O:21])(=[O:17])=[O:16])[CH:13]=[CH:14][C:8]=3[C:7]=2[CH:27]=1)=[NH:2], predict the reactants needed to synthesize it. The reactants are: [C:1]([C:3]1[CH:4]=[CH:5][C:6]2[O:10][C:9]3[CH:11]=[C:12]([S:15]([NH:18][C@@H:19]([CH:24]([CH3:26])[CH3:25])[C:20]([O:22][CH3:23])=[O:21])(=[O:17])=[O:16])[CH:13]=[CH:14][C:8]=3[C:7]=2[CH:27]=1)#[N:2].Cl.[NH2:29][OH:30].C(N(CC)CC)C. (2) Given the product [CH3:32][N:31]1[C:30](=[O:33])[CH:29]=[C:28]([C:34]2[CH:39]=[CH:38][N:37]=[CH:36][CH:35]=2)[N:27]=[C:26]1[N:15]1[CH2:16][CH2:17][CH:12]([C:9]2[CH:8]=[CH:7][C:6]([N:1]3[CH2:5][CH2:4][CH2:3][CH2:2]3)=[CH:11][CH:10]=2)[CH2:13][CH2:14]1, predict the reactants needed to synthesize it. The reactants are: [N:1]1([C:6]2[CH:11]=[CH:10][C:9]([CH:12]3[CH2:17][CH2:16][NH:15][CH2:14][CH2:13]3)=[CH:8][CH:7]=2)[CH2:5][CH2:4][CH2:3][CH2:2]1.C(N(CC)CC)C.Cl[C:26]1[N:31]([CH3:32])[C:30](=[O:33])[CH:29]=[C:28]([C:34]2[CH:39]=[CH:38][N:37]=[CH:36][CH:35]=2)[N:27]=1. (3) Given the product [Cl:53][C:52]1[CH:51]=[CH:50][C:30]([NH:31][CH:6]2[CH2:7][CH2:8][N:9]([S:12]([C:15]3[C:19]([CH3:20])=[N:18][NH:17][C:16]=3[CH3:22])(=[O:13])=[O:14])[CH2:10][CH2:11]2)=[CH:29][CH:28]=1, predict the reactants needed to synthesize it. The reactants are: ClC1C=C(C=CC=1Cl)O[CH:6]1[CH2:11][CH2:10][N:9]([S:12]([C:15]2[C:16]([CH3:22])=[N:17][N:18](C)[C:19]=2[CH3:20])(=[O:14])=[O:13])[CH2:8][CH2:7]1.Cl[C:28]1[CH:29]=[C:30]([CH:50]=[CH:51][C:52]=1[Cl:53])[NH:31]CC1CCN(S(C2C(C)=NN(C)C=2C)(=O)=O)CC1.Cl.ClC1C=CC(NC2CCNCC2)=CC=1.